From a dataset of Catalyst prediction with 721,799 reactions and 888 catalyst types from USPTO. Predict which catalyst facilitates the given reaction. (1) Reactant: [Cl:1][C:2]1[CH:3]=[N:4][N:5]([C:7]2([C:10]#[N:11])[CH2:9][CH2:8]2)[CH:6]=1.[O-:12][CH2:13][CH3:14].[Na+]. Product: [Cl:1][C:2]1[CH:3]=[N:4][N:5]([C:7]2([C:10](=[NH:11])[O:12][CH2:13][CH3:14])[CH2:8][CH2:9]2)[CH:6]=1. The catalyst class is: 8. (2) Product: [C:1]([O:5][C:6](=[O:26])[NH:7][C:8]1[CH:13]=[CH:12][C:11]([F:14])=[C:10]([O:15][C:16]2[N:21]=[C:20]3[S:22][C:23]([NH:25][C:27](=[O:29])[CH3:28])=[N:24][C:19]3=[CH:18][CH:17]=2)[CH:9]=1)([CH3:4])([CH3:2])[CH3:3]. Reactant: [C:1]([O:5][C:6](=[O:26])[NH:7][C:8]1[CH:13]=[CH:12][C:11]([F:14])=[C:10]([O:15][C:16]2[N:21]=[C:20]3[S:22][C:23]([NH2:25])=[N:24][C:19]3=[CH:18][CH:17]=2)[CH:9]=1)([CH3:4])([CH3:3])[CH3:2].[C:27](Cl)(=[O:29])[CH3:28].O. The catalyst class is: 341. (3) Reactant: [CH3:1][O:2][CH2:3][CH2:4][O:5][CH2:6][CH2:7][O:8][CH2:9][CH2:10][O:11][CH2:12][CH2:13][OH:14].[H-].[Na+].[Cl:17][CH2:18][C:19]1[CH:24]=[CH:23][C:22]([CH2:25]Cl)=[CH:21][CH:20]=1. Product: [Cl:17][CH2:18][C:19]1[CH:24]=[CH:23][C:22]([CH2:25][O:14][CH2:13][CH2:12][O:11][CH2:10][CH2:9][O:8][CH2:7][CH2:6][O:5][CH2:4][CH2:3][O:2][CH3:1])=[CH:21][CH:20]=1. The catalyst class is: 1. (4) The catalyst class is: 2. Reactant: [OH:1][CH:2]1[CH2:5][N:4](C(OC(C)(C)C)=O)[CH2:3]1.[C:13]([OH:19])([C:15]([F:18])([F:17])[F:16])=[O:14]. Product: [F:16][C:15]([F:18])([F:17])[C:13]([OH:19])=[O:14].[NH:4]1[CH2:5][CH:2]([OH:1])[CH2:3]1. (5) Reactant: [CH3:1][C:2]([CH3:24])([CH3:23])[CH2:3][CH2:4]/[N:5]=[CH:6]/[C:7]1[CH:12]=[CH:11][CH:10]=[C:9]([F:13])[C:8]=1[NH:14][CH2:15][CH2:16][N:17]1[CH2:22][CH2:21][CH2:20][CH2:19][CH2:18]1.[SH:25][C@@H:26]([CH2:30][C:31]([OH:33])=[O:32])[C:27](O)=[O:28]. Product: [N:17]1([CH2:16][CH2:15][NH:14][C:8]2[C:9]([F:13])=[CH:10][CH:11]=[CH:12][C:7]=2[CH:6]2[N:5]([CH2:4][CH2:3][C:2]([CH3:24])([CH3:23])[CH3:1])[C:27](=[O:28])[C@H:26]([CH2:30][C:31]([OH:33])=[O:32])[S:25]2)[CH2:22][CH2:21][CH2:20][CH2:19][CH2:18]1. The catalyst class is: 11. (6) Reactant: [SH:1][CH2:2][C:3]1[N:4]=[C:5]([CH3:13])[O:6][C:7]=1[C:8](OCC)=[O:9]. Product: [SH:1][CH2:2][C:3]1[N:4]=[C:5]([CH3:13])[O:6][C:7]=1[CH:8]=[O:9]. The catalyst class is: 7. (7) Reactant: C(C1C2C(=CC=CC=2)C(C([O:16][C:17]([C:19]2[C:28]3[C:23](=[CH:24][CH:25]=[CH:26][CH:27]=3)[C:22]([C:29](=[O:31])[CH3:30])=[CH:21][CH:20]=2)=O)=O)=CC=1)(=O)C.[NH2:32][C:33]1[CH:38]=[CH:37][CH:36]=[CH:35][CH:34]=1. Product: [C:33]1([N:32]=[C:17]([C:19]2[C:28]3[C:23](=[CH:24][CH:25]=[CH:26][CH:27]=3)[C:22]([C:29](=[O:31])[CH3:30])=[CH:21][CH:20]=2)[OH:16])[CH:38]=[CH:37][CH:36]=[CH:35][CH:34]=1. The catalyst class is: 15. (8) Reactant: Cl[C:2]1[N:10]=[C:9]2[C:5]([N:6]=[C:7]([CH:12]=[C:13]3[CH2:18][CH2:17][N:16]([C:19]([O:21][C:22]([CH3:25])([CH3:24])[CH3:23])=[O:20])[CH2:15][CH2:14]3)[N:8]2[CH3:11])=[C:4]([N:26]2[CH2:31][CH2:30][O:29][CH2:28][CH2:27]2)[N:3]=1.[CH3:32][C:33]1[NH:34][C:35]2[CH:41]=[CH:40][CH:39]=[CH:38][C:36]=2[N:37]=1.CC(C1C=C(C(C)C)C(C2C=CC=CC=2P(C2CCCCC2)C2CCCCC2)=C(C(C)C)C=1)C.C(=O)([O-])[O-].[Cs+].[Cs+]. Product: [CH3:11][N:8]1[C:7]([CH:12]=[C:13]2[CH2:14][CH2:15][N:16]([C:19]([O:21][C:22]([CH3:24])([CH3:23])[CH3:25])=[O:20])[CH2:17][CH2:18]2)=[N:6][C:5]2[C:9]1=[N:10][C:2]([N:34]1[C:35]3[CH:41]=[CH:40][CH:39]=[CH:38][C:36]=3[N:37]=[C:33]1[CH3:32])=[N:3][C:4]=2[N:26]1[CH2:27][CH2:28][O:29][CH2:30][CH2:31]1. The catalyst class is: 533. (9) Reactant: C([O:3][C:4]([C:6]1[CH:7]=[N:8][N:9]2[C:14]([C:15]3[CH:20]=[CH:19][CH:18]=[C:17]([NH:21][C:22](=[O:33])[C:23]4[CH:28]=[CH:27][CH:26]=[C:25]([C:29]([F:32])([F:31])[F:30])[CH:24]=4)[CH:16]=3)=[CH:13][CH:12]=[N:11][C:10]=12)=O)C.O.[NH2:35][NH2:36]. Product: [NH:35]([C:4]([C:6]1[CH:7]=[N:8][N:9]2[C:14]([C:15]3[CH:16]=[C:17]([NH:21][C:22](=[O:33])[C:23]4[CH:28]=[CH:27][CH:26]=[C:25]([C:29]([F:30])([F:31])[F:32])[CH:24]=4)[CH:18]=[CH:19][CH:20]=3)=[CH:13][CH:12]=[N:11][C:10]=12)=[O:3])[NH2:36]. The catalyst class is: 8.